From a dataset of Catalyst prediction with 721,799 reactions and 888 catalyst types from USPTO. Predict which catalyst facilitates the given reaction. Reactant: [CH2:1]([C:3]1[C:11]2[C:6](=[N:7][CH:8]=[N:9][C:10]=2[C:12]2[CH:13]=[C:14]([C:18]3([C:21]#[N:22])[CH2:20][CH2:19]3)[CH:15]=[CH:16][CH:17]=2)[N:5]([C:23]([C:36]2[CH:41]=[CH:40][CH:39]=[CH:38][CH:37]=2)([C:30]2[CH:35]=[CH:34][CH:33]=[CH:32][CH:31]=2)[C:24]2[CH:29]=[CH:28][CH:27]=[CH:26][CH:25]=2)[N:4]=1)[CH3:2].CN(C)CC.C1(C)C=CC=CC=1. Product: [CH2:1]([C:3]1[C:11]2[C:6](=[N:7][CH:8]=[N:9][C:10]=2[C:12]2[CH:13]=[C:14]([C:18]3([CH2:21][NH2:22])[CH2:20][CH2:19]3)[CH:15]=[CH:16][CH:17]=2)[N:5]([C:23]([C:30]2[CH:35]=[CH:34][CH:33]=[CH:32][CH:31]=2)([C:24]2[CH:29]=[CH:28][CH:27]=[CH:26][CH:25]=2)[C:36]2[CH:37]=[CH:38][CH:39]=[CH:40][CH:41]=2)[N:4]=1)[CH3:2]. The catalyst class is: 1.